From a dataset of Forward reaction prediction with 1.9M reactions from USPTO patents (1976-2016). Predict the product of the given reaction. (1) Given the reactants N[C@H:2]([C:13]([N:15]1[CH2:20]COC[C@@H:16]1C)=[O:14])[CH2:3]NC(C1SC(Cl)=CC=1)=O.[CH2:22]([C:24]1[C:29](N2CCOCC2=O)=[CH:28][CH:27]=[CH:26][C:25]=1[S:37]([NH:40][C@H:41]([C:52]([N:54]1[CH2:59][CH2:58][O:57][C@H:56](C)[CH2:55]1)=[O:53])[CH2:42][NH:43][C:44]([C:46]1[S:47][C:48]([Cl:51])=[CH:49][CH:50]=1)=[O:45])(=[O:39])=[O:38])[CH3:23].[CH3:61]CN(C(C)C)C(C)C.[CH2:70]([Cl:72])Cl.O1CCOCC1, predict the reaction product. The product is: [Cl:72][C:70]1[CH:3]=[C:2]([C:29]2[C:24]([CH2:22][CH3:23])=[C:25]([S:37]([NH:40][C@H:41]([C:52]([N:54]3[CH2:55][CH2:56][O:57][CH2:58][C@@H:59]3[CH3:61])=[O:53])[CH2:42][NH:43][C:44]([C:46]3[S:47][C:48]([Cl:51])=[CH:49][CH:50]=3)=[O:45])(=[O:39])=[O:38])[CH:26]=[CH:27][CH:28]=2)[C:13](=[O:14])[N:15]([CH3:20])[CH:16]=1. (2) Given the reactants [CH3:1][C:2]1[N:3]=[C:4]([NH:18]C(=O)C)[S:5][C:6]=1[S:7](=[O:17])(=[O:16])[NH:8][C:9]1[CH:14]=[CH:13][CH:12]=[C:11]([CH3:15])[N:10]=1.Cl, predict the reaction product. The product is: [CH3:15][C:11]1[N:10]=[C:9]([NH:8][S:7]([C:6]2[S:5][C:4]([NH2:18])=[N:3][C:2]=2[CH3:1])(=[O:17])=[O:16])[CH:14]=[CH:13][CH:12]=1. (3) Given the reactants [NH2:1][C:2]1[CH:10]=[CH:9][C:5]([C:6]([OH:8])=[O:7])=[C:4]([OH:11])[CH:3]=1.[C:12]([O:17][CH2:18][CH2:19][N:20]=[C:21]=[O:22])(=[O:16])[C:13]([CH3:15])=[CH2:14], predict the reaction product. The product is: [OH:11][C:4]1[CH:3]=[C:2]([NH:1][C:21]([NH:20][CH2:19][CH2:18][O:17][C:12](=[O:16])[C:13]([CH3:15])=[CH2:14])=[O:22])[CH:10]=[CH:9][C:5]=1[C:6]([OH:8])=[O:7]. (4) Given the reactants [CH:1]1([C@@H:7]([NH:20][C:21]([C:23]2[C:24]([OH:34])=[N:25][C:26]([N:29]3[CH:33]=[CH:32][CH:31]=[N:30]3)=[N:27][CH:28]=2)=[O:22])[C:8]2[CH:13]=[CH:12][C:11]([P:14]([CH3:19])(=[O:18])[O:15]CC)=[CH:10][CH:9]=2)[CH2:6][CH2:5][CH2:4][CH2:3][CH2:2]1.[OH-].[Na+], predict the reaction product. The product is: [CH:1]1([C@@H:7]([NH:20][C:21]([C:23]2[C:24]([OH:34])=[N:25][C:26]([N:29]3[CH:33]=[CH:32][CH:31]=[N:30]3)=[N:27][CH:28]=2)=[O:22])[C:8]2[CH:13]=[CH:12][C:11]([P:14]([CH3:19])(=[O:15])[OH:18])=[CH:10][CH:9]=2)[CH2:6][CH2:5][CH2:4][CH2:3][CH2:2]1. (5) Given the reactants [CH3:1][C:2]1[CH:7]=[CH:6][C:5]([C:8]([CH:10]([C:12]2[CH:17]=[CH:16][C:15]([CH3:18])=[CH:14]C=2)O)=O)=[CH:4][CH:3]=1.Cl.[CH3:20][NH2:21].[C:22](=[O:25])([O-])O.[Na+].Cl.[CH3:28][NH2:29], predict the reaction product. The product is: [CH3:20][NH:21][CH:8]([C:10]1[CH:14]=[C:15]([CH3:18])[CH:16]=[CH:17][C:12]=1[C:22]([C:12]1[CH:17]=[CH:16][C:15]([CH3:14])=[CH:18][C:10]=1[CH:8]([NH:29][CH3:28])[C:5]1[CH:4]=[CH:3][C:2]([CH3:1])=[CH:7][CH:6]=1)=[O:25])[C:5]1[CH:6]=[CH:7][C:2]([CH3:1])=[CH:3][CH:4]=1. (6) Given the reactants [NH2:1][C:2]1[C:10]([OH:11])=[C:9]2[C:5]([CH2:6][N:7]([CH3:13])[C:8]2=[O:12])=[CH:4][CH:3]=1.[CH2:14]([O:16][C:17]1[C:18](=O)[C:19](=[O:24])[C:20]=1[O:21]CC)[CH3:15], predict the reaction product. The product is: [CH2:14]([O:16][C:17]1[C:20](=[O:21])[C:19](=[O:24])[C:18]=1[NH:1][C:2]1[C:10]([OH:11])=[C:9]2[C:5](=[CH:4][CH:3]=1)[CH2:6][N:7]([CH3:13])[C:8]2=[O:12])[CH3:15]. (7) Given the reactants [Cl:1][C:2]1[CH:9]=[C:8]([C:10]2[N:14](C3CCCCO3)[N:13]=[CH:12][CH:11]=2)[CH:7]=[CH:6][C:3]=1[C:4]#[N:5].[Cl:21][O-].[Na+], predict the reaction product. The product is: [Cl:1][C:2]1[CH:9]=[C:8]([C:10]2[NH:14][N:13]=[CH:12][C:11]=2[Cl:21])[CH:7]=[CH:6][C:3]=1[C:4]#[N:5].